This data is from Peptide-MHC class II binding affinity with 134,281 pairs from IEDB. The task is: Regression. Given a peptide amino acid sequence and an MHC pseudo amino acid sequence, predict their binding affinity value. This is MHC class II binding data. (1) The peptide sequence is VEDEARRMWASAQNI. The MHC is HLA-DPA10201-DPB10501 with pseudo-sequence HLA-DPA10201-DPB10501. The binding affinity (normalized) is 0.228. (2) The peptide sequence is FPPNGTHSWEYWGAQ. The MHC is DRB1_0101 with pseudo-sequence DRB1_0101. The binding affinity (normalized) is 0.0815.